The task is: Predict the product of the given reaction.. This data is from Forward reaction prediction with 1.9M reactions from USPTO patents (1976-2016). (1) The product is: [C:48]([N:5]1[CH2:6][CH:7]=[C:8]([C:11]2[CH:16]=[CH:15][C:14]([NH:17][C:18]([N:20]3[CH2:21][C:22]4[C:27](=[CH:26][CH:25]=[CH:24][CH:23]=4)[CH2:28]3)=[O:19])=[CH:13][CH:12]=2)[CH2:9][CH2:10]1)(=[O:53])[CH2:45][CH2:44][CH3:43]. Given the reactants C(Cl)(=O)C.[NH:5]1[CH2:10][CH:9]=[C:8]([C:11]2[CH:16]=[CH:15][C:14]([NH:17][C:18]([N:20]3[CH2:28][C:27]4[C:22](=[CH:23][CH:24]=[CH:25][CH:26]=4)[CH2:21]3)=[O:19])=[CH:13][CH:12]=2)[CH2:7][CH2:6]1.NC1C=C2C(=CC=1)CN(C(NC1C=C[C:45]([C:48](=[O:53])NCCC)=[CH:44][CH:43]=1)=O)C2, predict the reaction product. (2) Given the reactants [CH:1]1([C:7](Cl)=[O:8])[CH2:6][CH2:5][CH2:4][CH2:3][CH2:2]1.[NH2:10][C:11]1([C:27]#[N:28])[CH2:16][CH2:15][N:14]([S:17]([C:20]2[CH:25]=[CH:24][CH:23]=[C:22]([Cl:26])[CH:21]=2)(=[O:19])=[O:18])[CH2:13][CH2:12]1.C(=O)([O-])[O-].[Na+].[Na+], predict the reaction product. The product is: [Cl:26][C:22]1[CH:21]=[C:20]([S:17]([N:14]2[CH2:13][CH2:12][C:11]([NH:10][C:7]([CH:1]3[CH2:6][CH2:5][CH2:4][CH2:3][CH2:2]3)=[O:8])([C:27]#[N:28])[CH2:16][CH2:15]2)(=[O:18])=[O:19])[CH:25]=[CH:24][CH:23]=1. (3) Given the reactants [Cl:1][C:2]1[C:3](C(O)=O)=[N:4][CH:5]=[C:6](OC(C)C)[CH:7]=1.CCN=C=N[CH2:20][CH2:21][CH2:22][N:23]([CH3:25])C.C1C=CC2[N:34]([OH:35])N=NC=2C=1.[Br:36][C:37]1[C:38]([O:48][CH3:49])=C(C(=N)NO)C=[C:41]([F:43])[CH:42]=1.[CH3:50][CH2:51][CH2:52]C[N+](CCCC)(CCCC)CCCC.[F-].C1C[O:71]CC1, predict the reaction product. The product is: [Br:36][C:37]1[C:38]([O:48][CH3:49])=[C:21]([C:22]2[N:23]=[C:25]([C:6]3[CH:7]=[C:2]([Cl:1])[C:3]([O:71][CH:51]([CH3:52])[CH3:50])=[N:4][CH:5]=3)[O:35][N:34]=2)[CH:20]=[C:41]([F:43])[CH:42]=1. (4) Given the reactants [C:1]1([CH2:7][C@H:8]([NH2:27])[CH2:9][NH:10][C:11]2[C:12]3[CH:26]=[CH:25][N:24]=[CH:23][C:13]=3[N:14]=[C:15]([C:17]3[CH:22]=[CH:21][N:20]=[CH:19][CH:18]=3)[N:16]=2)[CH:6]=[CH:5][CH:4]=[CH:3][CH:2]=1.[CH2:28]([O:30]C=O)C, predict the reaction product. The product is: [CH2:7]([C@H:8]([NH:27][CH:28]=[O:30])[CH2:9][NH:10][C:11]1[C:12]2[CH:26]=[CH:25][N:24]=[CH:23][C:13]=2[N:14]=[C:15]([C:17]2[CH:22]=[CH:21][N:20]=[CH:19][CH:18]=2)[N:16]=1)[C:1]1[CH:6]=[CH:5][CH:4]=[CH:3][CH:2]=1. (5) The product is: [C:30]1([CH:7]([C:1]2[CH:6]=[CH:5][CH:4]=[CH:3][CH:2]=2)[N:8]2[C:16]3[C:11](=[CH:12][CH:13]=[CH:14][CH:15]=3)[CH:10]([C:17]3[CH:26]=[C:25]4[C:20]([CH2:21][CH2:22][CH2:23][O:24]4)=[CH:19][C:18]=3[OH:27])[C:9]2=[O:29])[CH:31]=[CH:32][CH:33]=[CH:34][CH:35]=1. Given the reactants [C:1]1([CH:7]([C:30]2[CH:35]=[CH:34][CH:33]=[CH:32][CH:31]=2)[N:8]2[C:16]3[C:11](=[CH:12][CH:13]=[CH:14][CH:15]=3)[C:10](O)([C:17]3[CH:26]=[C:25]4[C:20]([CH2:21][CH2:22][CH2:23][O:24]4)=[CH:19][C:18]=3[OH:27])[C:9]2=[O:29])[CH:6]=[CH:5][CH:4]=[CH:3][CH:2]=1.C([SiH](CC)CC)C.FC(F)(F)C(O)=O, predict the reaction product. (6) The product is: [CH2:30]([NH:29][C:23]([C:21]1[CH:20]=[CH:19][C:18]2[N:14]([CH:11]3[CH2:10][CH2:9][N:8]([C:6]([O:5][C:1]([CH3:4])([CH3:2])[CH3:3])=[O:7])[CH2:13][CH2:12]3)[C:15](=[O:26])[NH:16][C:17]=2[CH:22]=1)=[O:24])[CH3:31]. Given the reactants [C:1]([O:5][C:6]([N:8]1[CH2:13][CH2:12][CH:11]([N:14]2[C:18]3[CH:19]=[CH:20][C:21]([C:23](O)=[O:24])=[CH:22][C:17]=3[NH:16][C:15]2=[O:26])[CH2:10][CH2:9]1)=[O:7])([CH3:4])([CH3:3])[CH3:2].Cl.C[N:29](C)[CH2:30][CH2:31]CN=C=NCC.O.ON1C2C=CC=CC=2N=N1.C(N)C.O1CCCC1, predict the reaction product. (7) The product is: [O:1]1[CH2:61][CH:60]1[C:56]1[CH:55]=[C:54]2[C:59](=[CH:58][CH:57]=1)[C:49]1[S:48][C:47]([C:41]3[O:40][N:39]=[C:38]([C:32]4[CH:33]=[CH:34][CH:35]=[CH:36][CH:37]=4)[C:42]=3[C:43]([F:46])([F:44])[F:45])=[N:51][C:50]=1[CH2:52][CH2:53]2. Given the reactants [O:1]1CC1C1C=C2C(=CC=1)C1=NOC(C3C(C(F)(F)F)=C(C4C=CC=CC=4)ON=3)=C1CC2.[C:32]1([C:38]2[C:42]([C:43]([F:46])([F:45])[F:44])=[C:41]([C:47]3[S:48][C:49]4[C:59]5[C:54](=[CH:55][C:56]([CH:60]=[CH2:61])=[CH:57][CH:58]=5)[CH2:53][CH2:52][C:50]=4[N:51]=3)[O:40][N:39]=2)[CH:37]=[CH:36][CH:35]=[CH:34][CH:33]=1, predict the reaction product. (8) Given the reactants CN.[CH:3]([O:6][C:7]([N:9]1[C:18]2[C:13](=[CH:14][C:15]([C:19]([F:22])([F:21])[F:20])=[CH:16][CH:17]=2)[C@H:12]([N:23]([CH2:42][C:43]2[CH:48]=[C:47]([C:49]([F:52])([F:51])[F:50])[CH:46]=[C:45]([C:53]([F:56])([F:55])[F:54])[CH:44]=2)[C:24]2[N:25]=[N:26][N:27]([CH2:29][CH2:30][N:31]3C(=O)C4C(=CC=CC=4)C3=O)[N:28]=2)[CH2:11][C@@H:10]1[CH:57]1[CH2:59][CH2:58]1)=[O:8])([CH3:5])[CH3:4], predict the reaction product. The product is: [CH:3]([O:6][C:7]([N:9]1[C:18]2[C:13](=[CH:14][C:15]([C:19]([F:22])([F:21])[F:20])=[CH:16][CH:17]=2)[C@H:12]([N:23]([C:24]2[N:25]=[N:26][N:27]([CH2:29][CH2:30][NH2:31])[N:28]=2)[CH2:42][C:43]2[CH:44]=[C:45]([C:53]([F:54])([F:55])[F:56])[CH:46]=[C:47]([C:49]([F:51])([F:50])[F:52])[CH:48]=2)[CH2:11][C@@H:10]1[CH:57]1[CH2:58][CH2:59]1)=[O:8])([CH3:5])[CH3:4]. (9) Given the reactants CCN(C(C)C)C(C)C.[NH:10]([C:12]([C:14]1([CH2:17][NH:18][C:19](=[O:25])[O:20][C:21]([CH3:24])([CH3:23])[CH3:22])[CH2:16][CH2:15]1)=[O:13])[NH2:11].[CH2:26]([O:33][N:34]1[C:40](=[O:41])[N:39]2[CH2:42][C@H:35]1[CH2:36][CH2:37][CH:38]2[C:43](O)=[O:44])[C:27]1[CH:32]=[CH:31][CH:30]=[CH:29][CH:28]=1.CN(C(ON1N=NC2C=CC=NC1=2)=[N+](C)C)C.F[P-](F)(F)(F)(F)F, predict the reaction product. The product is: [C:21]([O:20][C:19](=[O:25])[NH:18][CH2:17][C:14]1([C:12]([NH:10][NH:11][C:43]([CH:38]2[CH2:37][CH2:36][C@@H:35]3[CH2:42][N:39]2[C:40](=[O:41])[N:34]3[O:33][CH2:26][C:27]2[CH:32]=[CH:31][CH:30]=[CH:29][CH:28]=2)=[O:44])=[O:13])[CH2:16][CH2:15]1)([CH3:22])([CH3:24])[CH3:23]. (10) The product is: [C:24]1([C:30]#[C:31][C:2]2[CH:23]=[CH:22][C:5]3[C:6]([NH:15][CH:16]([CH3:21])[C:17]([CH3:20])([CH3:19])[CH3:18])=[N:7][C:8]4[CH:9]=[CH:10][NH:11][C:12](=[O:14])[C:13]=4[C:4]=3[CH:3]=2)[CH:29]=[CH:28][CH:27]=[CH:26][CH:25]=1. Given the reactants Br[C:2]1[CH:23]=[CH:22][C:5]2[C:6]([NH:15][CH:16]([CH3:21])[C:17]([CH3:20])([CH3:19])[CH3:18])=[N:7][C:8]3[CH:9]=[CH:10][NH:11][C:12](=[O:14])[C:13]=3[C:4]=2[CH:3]=1.[C:24]1([C:30]#[CH:31])[CH:29]=[CH:28][CH:27]=[CH:26][CH:25]=1.N#N, predict the reaction product.